Predict the reactants needed to synthesize the given product. From a dataset of Full USPTO retrosynthesis dataset with 1.9M reactions from patents (1976-2016). (1) Given the product [CH3:8][O:9][C:10]1[CH:15]=[CH:14][CH:13]=[C:12]([O:16][CH2:17][C:18]2[CH:23]=[CH:22][C:21]([O:24][CH3:25])=[CH:20][CH:19]=2)[C:11]=1[C:26]1[NH:43][N:42]=[C:28]([NH:31][C:32]2[N:33]=[CH:34][C:35]([C:38]#[N:39])=[N:36][CH:37]=2)[CH:27]=1, predict the reactants needed to synthesize it. The reactants are: C(O)C.C(O)(=O)C.[CH3:8][O:9][C:10]1[CH:15]=[CH:14][CH:13]=[C:12]([O:16][CH2:17][C:18]2[CH:23]=[CH:22][C:21]([O:24][CH3:25])=[CH:20][CH:19]=2)[C:11]=1[C:26](=O)/[CH:27]=[C:28](\[NH:31][C:32]1[N:33]=[CH:34][C:35]([C:38]#[N:39])=[N:36][CH:37]=1)/SC.O.[NH2:42][NH2:43]. (2) Given the product [Br:25][C:26]1[C:27]([C:47]2[CH:48]=[N:49][N:50]3[CH:55]=[CH:54][CH:53]=[CH:52][C:51]=23)=[N:28][C:29]([NH:32][C:33]2[CH:38]=[CH:37][C:36]([CH:39]3[CH2:44][CH2:43][N:42]([C:57](=[O:56])[CH2:58][OH:59])[CH2:41][CH2:40]3)=[CH:35][C:34]=2[O:45][CH3:46])=[N:30][CH:31]=1, predict the reactants needed to synthesize it. The reactants are: CN(C(ON1N=NC2C=CC=NC1=2)=[N+](C)C)C.F[P-](F)(F)(F)(F)F.[Br:25][C:26]1[C:27]([C:47]2[CH:48]=[N:49][N:50]3[CH:55]=[CH:54][CH:53]=[CH:52][C:51]=23)=[N:28][C:29]([NH:32][C:33]2[CH:38]=[CH:37][C:36]([CH:39]3[CH2:44][CH2:43][NH:42][CH2:41][CH2:40]3)=[CH:35][C:34]=2[O:45][CH3:46])=[N:30][CH:31]=1.[OH:56][CH2:57][C:58](O)=[O:59].C(N(C(C)C)C(C)C)C. (3) Given the product [F:9][C:10]1[CH:11]=[C:12]([NH:22][C:23]2[N:25]=[C:30]([C:31]([CH3:42])([C:33]3[CH:34]=[C:35]([F:41])[C:36]([F:40])=[C:37]([F:39])[CH:38]=3)[CH3:32])[CH:29]=[CH:28][N:24]=2)[CH:13]=[CH:14][C:15]=1[N:16]1[CH:20]=[C:19]([CH3:21])[N:18]=[CH:17]1, predict the reactants needed to synthesize it. The reactants are: [N+]([O-])(O)=O.[N+]([O-])(O)=O.[F:9][C:10]1[CH:11]=[C:12]([NH:22][C:23]([NH2:25])=[NH:24])[CH:13]=[CH:14][C:15]=1[N:16]1[CH:20]=[C:19]([CH3:21])[N:18]=[CH:17]1.CN(C)[CH:28]=[CH:29][C:30](=O)[C:31]([CH3:42])([C:33]1[CH:38]=[C:37]([F:39])[C:36]([F:40])=[C:35]([F:41])[CH:34]=1)[CH3:32]. (4) Given the product [C:26]([N:23]1[CH2:22][CH2:21][CH:20]([C:19]([C:7]2[CH:8]=[C:9]3[C:4](=[CH:5][CH:6]=2)[N:3]=[C:2]([Cl:1])[C:11]([C:12]2[CH:13]=[CH:14][CH:15]=[CH:16][CH:17]=2)=[C:10]3[Cl:18])([C:33]2[CH:34]=[N:35][CH:36]=[CH:37][CH:38]=2)[OH:39])[CH2:25][CH2:24]1)(=[O:27])[CH3:40].[C:40]([OH:46])([C:42]([F:45])([F:44])[F:43])=[O:41], predict the reactants needed to synthesize it. The reactants are: [Cl:1][C:2]1[C:11]([C:12]2[CH:17]=[CH:16][CH:15]=[CH:14][CH:13]=2)=[C:10]([Cl:18])[C:9]2[C:4](=[CH:5][CH:6]=[C:7]([C:19]([OH:39])([C:33]3[CH:34]=[N:35][CH:36]=[CH:37][CH:38]=3)[CH:20]3[CH2:25][CH2:24][N:23]([C:26](OC(C)(C)C)=[O:27])[CH2:22][CH2:21]3)[CH:8]=2)[N:3]=1.[C:40]([OH:46])([C:42]([F:45])([F:44])[F:43])=[O:41].C(Cl)(=O)C.CCN(CC)CC. (5) Given the product [CH2:29]([O:31][C:32]([C:34]1([C:37]2[CH:42]=[CH:41][C:40]([C:2]3[CH:3]=[CH:4][C:5]([C:8]4[O:12][N:11]=[C:10]([CH3:13])[C:9]=4[CH:14]([C:16]4[N:17]=[N:18][N:19]([CH2:21][C:22]5[CH:27]=[CH:26][CH:25]=[C:24]([Cl:28])[CH:23]=5)[CH:20]=4)[OH:15])=[CH:6][CH:7]=3)=[CH:39][CH:38]=2)[CH2:35][CH2:36]1)=[O:33])[CH3:30], predict the reactants needed to synthesize it. The reactants are: Br[C:2]1[CH:7]=[CH:6][C:5]([C:8]2[O:12][N:11]=[C:10]([CH3:13])[C:9]=2[CH:14]([C:16]2[N:17]=[N:18][N:19]([CH2:21][C:22]3[CH:27]=[CH:26][CH:25]=[C:24]([Cl:28])[CH:23]=3)[CH:20]=2)[OH:15])=[CH:4][CH:3]=1.[CH2:29]([O:31][C:32]([C:34]1([C:37]2[CH:42]=[CH:41][C:40](B3OC(C)(C)C(C)(C)O3)=[CH:39][CH:38]=2)[CH2:36][CH2:35]1)=[O:33])[CH3:30]. (6) The reactants are: Cl.[NH2:2][CH2:3][CH2:4][CH2:5][CH2:6][C:7]1[CH:12]=[CH:11][C:10]([O:13][CH3:14])=[CH:9][CH:8]=1.[OH-].[Na+].S([NH:27][N:28]=[CH:29][CH:30](Cl)Cl)(C1C=CC(C)=CC=1)(=O)=O.C(=O)([O-])O.[Na+].[CH3:38][S:39]([OH:42])(=[O:41])=[O:40]. Given the product [CH3:38][S:39]([OH:42])(=[O:41])=[O:40].[CH3:14][O:13][C:10]1[CH:9]=[CH:8][C:7]([CH2:6][CH2:5][CH2:4][CH2:3][N:2]2[CH:30]=[CH:29][N:28]=[N:27]2)=[CH:12][CH:11]=1, predict the reactants needed to synthesize it.